This data is from Reaction yield outcomes from USPTO patents with 853,638 reactions. The task is: Predict the reaction yield, written as a fraction of the theoretical maximum amount of product (1.0 means a 100% yield; for example, 0.34 means a 34% yield). The reactants are [F:1][C:2]1[CH:3]=[C:4]2[C:8](=[CH:9][CH:10]=1)[NH:7][CH:6]=[C:5]2[CH:11]([C:13]1[CH:18]=[CH:17][N:16]=[CH:15][CH:14]=1)O.C([SiH](CC)CC)C.FC(F)(F)C(O)=O. The catalyst is C(Cl)Cl. The product is [F:1][C:2]1[CH:3]=[C:4]2[C:8](=[CH:9][CH:10]=1)[NH:7][CH:6]=[C:5]2[CH2:11][C:13]1[CH:18]=[CH:17][N:16]=[CH:15][CH:14]=1. The yield is 0.750.